From a dataset of Catalyst prediction with 721,799 reactions and 888 catalyst types from USPTO. Predict which catalyst facilitates the given reaction. Reactant: [CH3:1][C:2]1([CH3:12])[CH2:11][N:5]2[N:6]=[C:7]([CH2:9][OH:10])[CH:8]=[C:4]2[CH2:3]1. Product: [CH3:1][C:2]1([CH3:12])[CH2:11][N:5]2[N:6]=[C:7]([CH:9]=[O:10])[CH:8]=[C:4]2[CH2:3]1. The catalyst class is: 703.